This data is from TCR-epitope binding with 47,182 pairs between 192 epitopes and 23,139 TCRs. The task is: Binary Classification. Given a T-cell receptor sequence (or CDR3 region) and an epitope sequence, predict whether binding occurs between them. The epitope is YFPLQSYGF. The TCR CDR3 sequence is CASSSNRGTGANVLTF. Result: 0 (the TCR does not bind to the epitope).